This data is from Peptide-MHC class II binding affinity with 134,281 pairs from IEDB. The task is: Regression. Given a peptide amino acid sequence and an MHC pseudo amino acid sequence, predict their binding affinity value. This is MHC class II binding data. (1) The peptide sequence is FLLMYEMHRESLLKS. The MHC is DRB1_0101 with pseudo-sequence DRB1_0101. The binding affinity (normalized) is 0.963. (2) The peptide sequence is SQDLELSWNGNGLQAY. The MHC is DRB1_0401 with pseudo-sequence DRB1_0401. The binding affinity (normalized) is 0.442. (3) The peptide sequence is GATEIQMSSGNLLFT. The MHC is DRB1_1302 with pseudo-sequence DRB1_1302. The binding affinity (normalized) is 1.00. (4) The peptide sequence is DVNYAFLHATD. The MHC is HLA-DQA10102-DQB10604 with pseudo-sequence HLA-DQA10102-DQB10604. The binding affinity (normalized) is 0. (5) The peptide sequence is STGEAHLAEENEGDN. The MHC is DRB3_0301 with pseudo-sequence DRB3_0301. The binding affinity (normalized) is 0.156. (6) The peptide sequence is LELQIVDKIDAAFKI. The MHC is DRB5_0101 with pseudo-sequence DRB5_0101. The binding affinity (normalized) is 0.598.